From a dataset of Forward reaction prediction with 1.9M reactions from USPTO patents (1976-2016). Predict the product of the given reaction. (1) The product is: [CH2:21]([C:18]1[NH:17][N:29]=[CH:30][C:19]=1[C:33]1[N:38]2[N:39]=[CH:40][N:41]=[C:37]2[C:36]([NH:42][C:43]2[CH:48]=[CH:47][C:46]([N:49]3[CH2:54][CH2:53][O:52][CH2:51][CH2:50]3)=[CH:45][CH:44]=2)=[N:35][CH:34]=1)[CH3:22]. Given the reactants CN1CCN(C2C=CC(NC3C4[N:17]([N:29]=[CH:30]N=4)[C:18]([C:21]4[CH:22]=C(C(N)=O)SC=4)=[CH:19]N=3)=CC=2)CC1.Br[C:33]1[N:38]2[N:39]=[CH:40][N:41]=[C:37]2[C:36]([NH:42][C:43]2[CH:48]=[CH:47][C:46]([N:49]3[CH2:54][CH2:53][O:52][CH2:51][CH2:50]3)=[CH:45][CH:44]=2)=[N:35][CH:34]=1.C(C1N(C2CCCCO2)N=CC=1B1OC(C)(C)C(C)(C)O1)C.C(C1C(B2OC(C)(C)C(C)(C)O2)=CN(C2CCCCO2)N=1)C.C([O-])([O-])=O.[Na+].[Na+], predict the reaction product. (2) Given the reactants C(OCC(C)(NS(C(F)(F)F)(=O)=O)C)(=O)C(C)=C.C(OC1(CC)CCCC1)(=O)C(C)=C.[C:32]([O:37][C:38]12[CH2:47][CH:42]3[CH2:43][CH:44]([CH2:46][C:40]([OH:48])([CH2:41]3)[CH2:39]1)[CH2:45]2)(=[O:36])[C:33](C)=[CH2:34].N(C(C)(C)C#N)=NC(C)(C)C#N, predict the reaction product. The product is: [CH2:34]=[CH:33][C:32]([O:37][C:38]12[CH2:39][C:40]3([OH:48])[CH2:46][CH:44]([CH2:43][CH:42]([CH2:41]3)[CH2:47]1)[CH2:45]2)=[O:36]. (3) Given the reactants [ClH:1].Cl.[F:3][C:4]1[CH:5]=[C:6]([C@@H:11]2[CH2:15][N:14]([CH2:16][CH2:17][O:18][CH3:19])[CH2:13][C@H:12]2[NH:20][C:21]([NH:23][C:24]2[N:28]([C:29]3[CH:34]=[CH:33][CH:32]=[CH:31][CH:30]=3)[N:27]=[C:26]([C@H:35]3[CH2:39][CH2:38][CH2:37][NH:36]3)[C:25]=2[CH3:40])=[O:22])[CH:7]=[CH:8][C:9]=1[F:10].[CH3:41]CN(C(C)C)C(C)C.IC, predict the reaction product. The product is: [ClH:1].[ClH:1].[F:3][C:4]1[CH:5]=[C:6]([C@@H:11]2[CH2:15][N:14]([CH2:16][CH2:17][O:18][CH3:19])[CH2:13][C@H:12]2[NH:20][C:21]([NH:23][C:24]2[N:28]([C:29]3[CH:34]=[CH:33][CH:32]=[CH:31][CH:30]=3)[N:27]=[C:26]([C@H:35]3[CH2:39][CH2:38][CH2:37][N:36]3[CH3:41])[C:25]=2[CH3:40])=[O:22])[CH:7]=[CH:8][C:9]=1[F:10].